The task is: Predict the product of the given reaction.. This data is from Forward reaction prediction with 1.9M reactions from USPTO patents (1976-2016). The product is: [CH2:1]([O:3][C:4](=[O:22])[CH2:5][O:6][C:7]1[CH:12]=[CH:11][C:10]([Br:13])=[CH:9][C:8]=1[C:14](=[O:21])[C:15]#[CH:16])[CH3:2]. Given the reactants [CH2:1]([O:3][C:4](=[O:22])[CH2:5][O:6][C:7]1[CH:12]=[CH:11][C:10]([Br:13])=[CH:9][C:8]=1[C:14](=[O:21])[C:15]#[C:16][Si](C)(C)C)[CH3:2].CCOCC.Cl, predict the reaction product.